Dataset: Reaction yield outcomes from USPTO patents with 853,638 reactions. Task: Predict the reaction yield, written as a fraction of the theoretical maximum amount of product (1.0 means a 100% yield; for example, 0.34 means a 34% yield). (1) The reactants are C([O:3][C:4]([CH2:6][N:7]1[CH2:11][C@@H:10]([C:12]2[CH:17]=[CH:16][CH:15]=[CH:14][CH:13]=2)[CH2:9][C:8]1=[O:18])=O)C.[NH3:19]. The catalyst is CO. The product is [C:4]([CH2:6][N:7]1[CH2:11][C@@H:10]([C:12]2[CH:17]=[CH:16][CH:15]=[CH:14][CH:13]=2)[CH2:9][C:8]1=[O:18])(=[O:3])[NH2:19]. The yield is 0.850. (2) The reactants are [OH:1][C:2]1[C:9]([CH3:10])=[CH:8][C:5]([CH:6]=[O:7])=[CH:4][C:3]=1[CH3:11].C([O-])([O-])=O.[K+].[K+].Br[CH2:19][CH2:20][NH:21][C:22]1[CH:26]=[C:25]([CH3:27])[O:24][N:23]=1. The catalyst is CN(C=O)C. The product is [CH3:10][C:9]1[CH:8]=[C:5]([CH:4]=[C:3]([CH3:11])[C:2]=1[O:1][CH2:19][CH2:20][NH:21][C:22]1[CH:26]=[C:25]([CH3:27])[O:24][N:23]=1)[CH:6]=[O:7]. The yield is 0.260. (3) The reactants are [CH3:1][O:2][C:3]1[CH:4]=[C:5]2[C:10](=[CH:11][C:12]=1[O:13][CH3:14])[N:9]=[CH:8][N:7]=[C:6]2[O:15][C:16]1[CH:22]=[CH:21][C:19]([NH2:20])=[CH:18][CH:17]=1.C1(C)C=CC=CC=1.C(N(CC)CC)C.ClC(Cl)(O[C:41](=[O:47])[O:42][C:43](Cl)(Cl)Cl)Cl.[F:49][C:50]1[CH:60]=[CH:59][CH:58]=[CH:57][C:51]=1[O:52][CH2:53][CH2:54]CO. The catalyst is C(Cl)Cl. The product is [CH3:1][O:2][C:3]1[CH:4]=[C:5]2[C:10](=[CH:11][C:12]=1[O:13][CH3:14])[N:9]=[CH:8][N:7]=[C:6]2[O:15][C:16]1[CH:22]=[CH:21][C:19]([NH:20][C:41](=[O:47])[O:42][CH2:43][CH2:54][CH2:53][O:52][C:51]2[CH:57]=[CH:58][CH:59]=[CH:60][C:50]=2[F:49])=[CH:18][CH:17]=1. The yield is 0.460. (4) The reactants are [NH2:1][C:2]1[CH:9]=[CH:8][C:7]([Cl:10])=[CH:6][C:3]=1[CH:4]=O.[C:11]([CH2:13][C:14](OCC)=[O:15])#[N:12]. The catalyst is CCO.N1CCCCC1. The product is [Cl:10][C:7]1[CH:6]=[C:3]2[C:2](=[CH:9][CH:8]=1)[NH:1][C:14](=[O:15])[C:13]([C:11]#[N:12])=[CH:4]2. The yield is 0.700. (5) The reactants are [C:1]([O:7][C:8]([CH3:11])([CH3:10])[CH3:9])(=[O:6])[CH2:2][C:3]([CH3:5])=O.[Br:12][C:13]1[CH:14]=[C:15]([CH:18]=[CH:19][C:20]=1[F:21])[CH:16]=O.[NH4+:22].[OH-:23]. The product is [Br:12][C:13]1[CH:14]=[C:15]([CH:16]2[C:2]([C:1]([O:7][C:8]([CH3:11])([CH3:10])[CH3:9])=[O:6])=[C:3]([CH3:5])[NH:22][C:3]([CH3:5])=[C:2]2[C:1]([O:7][C:8]([CH3:11])([CH3:10])[CH3:9])=[O:23])[CH:18]=[CH:19][C:20]=1[F:21]. The yield is 0.340. The catalyst is CCO.C(Cl)Cl. (6) The reactants are [N:1]12[CH2:8][CH2:7][C:4]([C:9]([C:17]3[CH:22]=[CH:21][CH:20]=[CH:19][CH:18]=3)([C:11]3[CH:16]=[CH:15][CH:14]=[CH:13][CH:12]=3)[OH:10])([CH2:5][CH2:6]1)[CH2:3][CH2:2]2.[Br:23][CH2:24][CH2:25][CH2:26][C:27]([O:29][CH2:30][CH3:31])=[O:28]. The catalyst is CC#N. The product is [Br-:23].[CH2:30]([O:29][C:27](=[O:28])[CH2:26][CH2:25][CH2:24][N+:1]12[CH2:6][CH2:5][C:4]([C:9]([OH:10])([C:17]3[CH:22]=[CH:21][CH:20]=[CH:19][CH:18]=3)[C:11]3[CH:12]=[CH:13][CH:14]=[CH:15][CH:16]=3)([CH2:3][CH2:2]1)[CH2:7][CH2:8]2)[CH3:31]. The yield is 0.579. (7) The reactants are Br[C:2]1[CH:3]=[C:4]([NH:8][S:9]([CH:12]2[CH2:14][CH2:13]2)(=[O:11])=[O:10])[CH:5]=[N:6][CH:7]=1.C(=O)([O-])[O-].[Na+].[Na+].[Cl:21][C:22]1[CH:30]=[C:29](B2OC(C)(C)C(C)(C)O2)[CH:28]=[CH:27][C:23]=1[C:24]([OH:26])=[O:25].[OH-].[Na+]. The catalyst is O1CCOCC1.O.C1C=CC([P]([Pd]([P](C2C=CC=CC=2)(C2C=CC=CC=2)C2C=CC=CC=2)([P](C2C=CC=CC=2)(C2C=CC=CC=2)C2C=CC=CC=2)[P](C2C=CC=CC=2)(C2C=CC=CC=2)C2C=CC=CC=2)(C2C=CC=CC=2)C2C=CC=CC=2)=CC=1. The product is [Cl:21][C:22]1[CH:30]=[C:29]([C:2]2[CH:7]=[N:6][CH:5]=[C:4]([NH:8][S:9]([CH:12]3[CH2:14][CH2:13]3)(=[O:11])=[O:10])[CH:3]=2)[CH:28]=[CH:27][C:23]=1[C:24]([OH:26])=[O:25]. The yield is 0.350. (8) The reactants are Cl[C:2]1[N:3]=[CH:4][C:5]2[N:11]([CH3:12])[C:10](=[O:13])[C:9]3([CH2:15][CH2:14]3)[CH2:8][N:7]([CH:16]3[CH2:20][CH2:19][CH2:18][CH2:17]3)[C:6]=2[N:21]=1.[NH2:22][C:23]1[CH:47]=[CH:46][C:26]([C:27]([NH:29][C@H:30]2[CH2:35][CH2:34][C@H:33]([N:36]3[CH2:41][CH2:40][N:39]([CH2:42][CH:43]4[CH2:45][CH2:44]4)[CH2:38][CH2:37]3)[CH2:32][CH2:31]2)=[O:28])=[CH:25][C:24]=1[O:48][CH3:49].C(O)(C(F)(F)F)=O. No catalyst specified. The product is [CH:16]1([N:7]2[CH2:8][C:9]3([CH2:15][CH2:14]3)[C:10](=[O:13])[N:11]([CH3:12])[C:5]3[CH:4]=[N:3][C:2]([NH:22][C:23]4[CH:47]=[CH:46][C:26]([C:27]([NH:29][C@H:30]5[CH2:31][CH2:32][C@H:33]([N:36]6[CH2:41][CH2:40][N:39]([CH2:42][CH:43]7[CH2:45][CH2:44]7)[CH2:38][CH2:37]6)[CH2:34][CH2:35]5)=[O:28])=[CH:25][C:24]=4[O:48][CH3:49])=[N:21][C:6]2=3)[CH2:20][CH2:19][CH2:18][CH2:17]1. The yield is 0.250.